From a dataset of Full USPTO retrosynthesis dataset with 1.9M reactions from patents (1976-2016). Predict the reactants needed to synthesize the given product. (1) Given the product [NH2:1][C:2]1[C:11]([N+:12]([O-:14])=[O:13])=[CH:10][C:5]([C:6]([O:8][CH3:9])=[O:7])=[C:4]([O:24][C:21]2[CH:22]=[CH:23][C:18]([O:17][CH3:16])=[CH:19][CH:20]=2)[CH:3]=1, predict the reactants needed to synthesize it. The reactants are: [NH2:1][C:2]1[C:11]([N+:12]([O-:14])=[O:13])=[CH:10][C:5]([C:6]([O:8][CH3:9])=[O:7])=[C:4](F)[CH:3]=1.[CH3:16][O:17][C:18]1[CH:23]=[CH:22][C:21]([OH:24])=[CH:20][CH:19]=1.C([O-])([O-])=O.[K+].[K+]. (2) The reactants are: [OH:1][C:2]1([CH2:8][N:9]2[CH2:14][CH2:13][CH:12]([CH2:15][NH:16]C(=O)OC(C)(C)C)[CH2:11][CH2:10]2)[CH2:7][CH2:6][O:5][CH2:4][CH2:3]1.O1CCOCC1.Cl. Given the product [NH2:16][CH2:15][CH:12]1[CH2:13][CH2:14][N:9]([CH2:8][C:2]2([OH:1])[CH2:7][CH2:6][O:5][CH2:4][CH2:3]2)[CH2:10][CH2:11]1, predict the reactants needed to synthesize it. (3) Given the product [C:41]1([CH:47]2[CH2:52][CH2:51][N:50]([C:53]3[O:54][C:55]([C:62]([NH:64][C:65]4[CH:70]=[N:69][C:68]([O:71][C:72]5[CH:73]=[CH:74][C:75]([C:76](=[O:77])[NH:84][C:83]6[CH:85]=[CH:86][CH:87]=[CH:88][C:82]=6[CH3:81])=[CH:79][CH:80]=5)=[CH:67][CH:66]=4)=[O:63])=[C:56]([C:58]([F:59])([F:60])[F:61])[N:57]=3)[CH2:49][CH2:48]2)[CH:46]=[CH:45][CH:44]=[CH:43][CH:42]=1, predict the reactants needed to synthesize it. The reactants are: C1(NC(C2C=CC(C3C=CC(NC(C4OC(N5CCCC(C)C5)=NC=4C(F)(F)F)=O)=CC=3)=CC=2)=O)C=CC=CC=1.[C:41]1([CH:47]2[CH2:52][CH2:51][N:50]([C:53]3[O:54][C:55]([C:62]([NH:64][C:65]4[CH:66]=[CH:67][C:68]([O:71][C:72]5[CH:80]=[CH:79][C:75]([C:76](O)=[O:77])=[CH:74][CH:73]=5)=[N:69][CH:70]=4)=[O:63])=[C:56]([C:58]([F:61])([F:60])[F:59])[N:57]=3)[CH2:49][CH2:48]2)[CH:46]=[CH:45][CH:44]=[CH:43][CH:42]=1.[CH3:81][C:82]1[CH:88]=[CH:87][CH:86]=[CH:85][C:83]=1[NH2:84]. (4) Given the product [OH:12][C:9]1[CH:10]=[C:11]2[C:6]([C:5]([C:14]#[N:15])=[CH:4][N:3]2[CH2:1][CH3:2])=[CH:7][CH:8]=1, predict the reactants needed to synthesize it. The reactants are: [CH2:1]([N:3]1[C:11]2[C:6](=[CH:7][CH:8]=[C:9]([O:12]C)[CH:10]=2)[C:5]([C:14]#[N:15])=[CH:4]1)[CH3:2].B(Br)(Br)Br.[OH-].[Na+]. (5) Given the product [NH2:7][C:8]([CH3:35])([CH2:32][CH2:33][CH3:34])[CH2:9][NH:10][C:11]([C:13]1[N:17]2[CH:18]=[C:19]([CH3:30])[CH:20]=[C:21]([O:22][CH2:23][C:24]3[CH:29]=[CH:28][CH:27]=[CH:26][CH:25]=3)[C:16]2=[N:15][C:14]=1[CH3:31])=[O:12], predict the reactants needed to synthesize it. The reactants are: C(OC(=O)[NH:7][C:8]([CH3:35])([CH2:32][CH2:33][CH3:34])[CH2:9][NH:10][C:11]([C:13]1[N:17]2[CH:18]=[C:19]([CH3:30])[CH:20]=[C:21]([O:22][CH2:23][C:24]3[CH:29]=[CH:28][CH:27]=[CH:26][CH:25]=3)[C:16]2=[N:15][C:14]=1[CH3:31])=[O:12])(C)(C)C.Cl. (6) Given the product [N:27]1([CH2:26][CH2:25][O:22][C:20]2[CH:19]=[CH:18][C:15]3[N:16]4[CH:17]=[C:10]([C:7]5[CH:8]=[CH:9][C:4]([N+:1]([O-:3])=[O:2])=[CH:5][CH:6]=5)[N:11]=[C:12]4[S:13][C:14]=3[CH:21]=2)[CH2:32][CH2:31][O:30][CH2:29][CH2:28]1, predict the reactants needed to synthesize it. The reactants are: [N+:1]([C:4]1[CH:9]=[CH:8][C:7]([C:10]2[N:11]=[C:12]3[N:16]([CH:17]=2)[C:15]2[CH:18]=[CH:19][C:20]([OH:22])=[CH:21][C:14]=2[S:13]3)=[CH:6][CH:5]=1)([O-:3])=[O:2].Cl.Cl[CH2:25][CH2:26][N:27]1[CH2:32][CH2:31][O:30][CH2:29][CH2:28]1.C(=O)([O-])[O-].[K+].[K+]. (7) The reactants are: C([O:8][C@H:9]1[C@H:14]([O:15][CH2:16]C2C=CC=CC=2)[C@@H:13]([O:23][CH2:24][C:25]2[CH:30]=[CH:29][CH:28]=[CH:27][CH:26]=2)[C@@:12]([C:33]2[CH:38]=[CH:37]C(Cl)=[C:35]([CH2:40][C:41]3[CH:46]=[CH:45][C:44]([O:47][CH2:48][CH3:49])=[CH:43][CH:42]=3)[CH:34]=2)(OC)[O:11][C@:10]1([CH:52]([OH:54])[CH3:53])[CH2:50][OH:51])C1C=CC=CC=1.[C:55]1([CH3:65])[CH:60]=[CH:59][C:58](S(O)(=O)=O)=[CH:57][CH:56]=1.Cl[CH2:67][Cl:68]. Given the product [CH2:65]([O:8][C@H:9]1[C@H:14]([O:15][CH2:16][C:25]2[CH:30]=[CH:29][CH:28]=[CH:27][CH:26]=2)[C@@H:13]([O:23][CH2:24][C:25]2[CH:30]=[CH:29][CH:28]=[CH:27][CH:26]=2)[C@:12]2([C:33]3[CH:38]=[CH:37][C:67]([Cl:68])=[C:35]([CH2:40][C:41]4[CH:46]=[CH:45][C:44]([O:47][CH2:48][CH3:49])=[CH:43][CH:42]=4)[CH:34]=3)[O:11][C@@:10]1([CH2:50][OH:51])[CH:52]([CH3:53])[O:54]2)[C:55]1[CH:60]=[CH:59][CH:58]=[CH:57][CH:56]=1, predict the reactants needed to synthesize it.